From a dataset of Catalyst prediction with 721,799 reactions and 888 catalyst types from USPTO. Predict which catalyst facilitates the given reaction. Reactant: [CH:1]1([N:7]([CH2:21][C:22](N(OC)C)=[O:23])[CH:8]2[CH2:13][CH2:12][N:11]([C:14]([O:16][C:17]([CH3:20])([CH3:19])[CH3:18])=[O:15])[CH2:10][CH2:9]2)[CH2:6][CH2:5][CH2:4][CH2:3][CH2:2]1.[H-].[Al+3].[Li+].[H-].[H-].[H-].S([O-])([O-])(=O)=O.[K+].[K+]. Product: [CH:1]1([N:7]([CH2:21][CH:22]=[O:23])[CH:8]2[CH2:9][CH2:10][N:11]([C:14]([O:16][C:17]([CH3:18])([CH3:19])[CH3:20])=[O:15])[CH2:12][CH2:13]2)[CH2:2][CH2:3][CH2:4][CH2:5][CH2:6]1. The catalyst class is: 469.